This data is from hERG potassium channel inhibition data for cardiac toxicity prediction from Karim et al.. The task is: Regression/Classification. Given a drug SMILES string, predict its toxicity properties. Task type varies by dataset: regression for continuous values (e.g., LD50, hERG inhibition percentage) or binary classification for toxic/non-toxic outcomes (e.g., AMES mutagenicity, cardiotoxicity, hepatotoxicity). Dataset: herg_karim. (1) The compound is Cc1c(CCN2CCN(C(=O)Cc3cncc(-n4cnnn4)c3)CC2)ccc2c1COC2=O. The result is 0 (non-blocker). (2) The compound is Cc1cc(N2CCC(N3CCCC3C)C2)ccc1NC(=O)c1cc(F)ccc1C. The result is 1 (blocker). (3) The molecule is CC(=O)N1CCN(Cc2ccc3c(c2)CC[C@H](N(C)C(=O)c2ccc(-c4ccc(F)cc4)cn2)C3)CC1. The result is 0 (non-blocker). (4) The result is 1 (blocker). The drug is COc1ccc(C(=O)N(c2cc(C)ccn2)C2CCN(c3cc(N)ccn3)CC2)cc1. (5) The compound is COc1cccc(CN2CCc3cc4nc(N)sc4cc3CC2)c1. The result is 1 (blocker). (6) The molecule is Nc1ccccc1NC(=O)c1ccc(CNc2nccc(-c3cccnc3)n2)cc1. The result is 0 (non-blocker). (7) The compound is C(#Cc1cc(-c2[nH]nc3c2Cc2cc(CN4CCSC4)ccc2-3)cs1)COc1ccccc1. The result is 0 (non-blocker).